From a dataset of Catalyst prediction with 721,799 reactions and 888 catalyst types from USPTO. Predict which catalyst facilitates the given reaction. (1) Reactant: [Cl:1][C:2]1[CH:7]=[CH:6][CH:5]=[C:4]([Cl:8])[C:3]=1[C:9]1[C:14]2[O:15][C@@H:16]([CH2:19]OS(C3C=CC(C)=CC=3)(=O)=O)[CH2:17][O:18][C:13]=2[CH:12]=[CH:11][CH:10]=1.[N-:31]=[N+:32]=[N-:33].[Na+]. Product: [N:31]([CH2:19][C@@H:16]1[O:15][C:14]2[C:9]([C:3]3[C:2]([Cl:1])=[CH:7][CH:6]=[CH:5][C:4]=3[Cl:8])=[CH:10][CH:11]=[CH:12][C:13]=2[O:18][CH2:17]1)=[N+:32]=[N-:33]. The catalyst class is: 18. (2) Reactant: C[Li].CCO[CH2:6][CH3:7].[CH2:8]([O:14][C:15]1[C:23]([CH:24]([CH3:26])[CH3:25])=[CH:22][C:21]([CH:27]([CH3:29])[CH3:28])=[CH:20][C:16]=1[C:17]([OH:19])=O)[CH2:9][CH2:10][CH2:11][CH2:12][CH3:13].C[Si](Cl)(C)C. Product: [CH2:8]([O:14][C:15]1[C:23]([CH:24]([CH3:26])[CH3:25])=[CH:22][C:21]([CH:27]([CH3:29])[CH3:28])=[CH:20][C:16]=1[C:17]([C:7]1[CH:6]=[CH:11][CH:10]=[CH:9][CH:8]=1)=[O:19])[CH2:9][CH2:10][CH2:11][CH2:12][CH3:13]. The catalyst class is: 1.